The task is: Predict the product of the given reaction.. This data is from Forward reaction prediction with 1.9M reactions from USPTO patents (1976-2016). (1) Given the reactants [CH3:1][O:2][C:3](=[O:51])[CH2:4][C@H:5]([O:43][Si](C(C)(C)C)(C)C)[CH2:6][C:7](=[O:42])[CH:8]=[CH:9][C:10]1[N:11]([CH:39]([CH3:41])[CH3:40])[C:12]([C:28](=[O:38])[NH:29][CH2:30][C:31]2[CH:36]=[CH:35][C:34]([F:37])=[CH:33][CH:32]=2)=[C:13]([C:22]2[CH:27]=[CH:26][CH:25]=[CH:24][CH:23]=2)[C:14]=1[C:15]1[CH:20]=[CH:19][C:18]([F:21])=[CH:17][CH:16]=1.F, predict the reaction product. The product is: [CH3:1][O:2][C:3](=[O:51])[CH2:4][C@H:5]([OH:43])[CH2:6][C:7](=[O:42])[CH:8]=[CH:9][C:10]1[N:11]([CH:39]([CH3:40])[CH3:41])[C:12]([C:28](=[O:38])[NH:29][CH2:30][C:31]2[CH:36]=[CH:35][C:34]([F:37])=[CH:33][CH:32]=2)=[C:13]([C:22]2[CH:27]=[CH:26][CH:25]=[CH:24][CH:23]=2)[C:14]=1[C:15]1[CH:16]=[CH:17][C:18]([F:21])=[CH:19][CH:20]=1. (2) Given the reactants N[C:2]1[CH:7]=[CH:6][CH:5]=[C:4]([CH3:8])[C:3]=1[C:9]([C:11]1[CH:16]=[CH:15][CH:14]=[CH:13][C:12]=1[CH3:17])=[O:10].N([O-])=O.[Na+], predict the reaction product. The product is: [CH3:8][C:4]1[C:3]2[C:9](=[O:10])[C:11]3[C:16](=[CH:15][CH:14]=[CH:13][C:12]=3[CH3:17])[C:2]=2[CH:7]=[CH:6][CH:5]=1. (3) Given the reactants [OH:1][CH:2]1[CH2:7][CH2:6][N:5]([C:8]#[N:9])[CH2:4][CH2:3]1.[OH:10][NH:11][C:12](=N)[CH:13]([CH3:15])[CH3:14], predict the reaction product. The product is: [CH3:14][CH:13]([C:12]1[N:9]=[C:8]([N:5]2[CH2:6][CH2:7][CH:2]([OH:1])[CH2:3][CH2:4]2)[O:10][N:11]=1)[CH3:15]. (4) Given the reactants [CH:1]1([NH:7][C:8]2[N:13]=[CH:12][N:11]=[C:10]([C:14]([OH:16])=O)[CH:9]=2)[CH2:6][CH2:5][CH2:4][CH2:3][CH2:2]1.[NH2:17][C:18]1[CH:23]=[CH:22][C:21]([OH:24])=[C:20]([Cl:25])[CH:19]=1, predict the reaction product. The product is: [Cl:25][C:20]1[CH:19]=[C:18]([NH:17][C:14]([C:10]2[CH:9]=[C:8]([NH:7][CH:1]3[CH2:2][CH2:3][CH2:4][CH2:5][CH2:6]3)[N:13]=[CH:12][N:11]=2)=[O:16])[CH:23]=[CH:22][C:21]=1[OH:24]. (5) Given the reactants [NH:1]1[CH2:4][CH:3]([O:5][C:6]2[CH:19]=[CH:18][C:9]([CH2:10][N:11]3[CH2:16][CH2:15][N:14]([CH3:17])[CH2:13][CH2:12]3)=[C:8]([F:20])[CH:7]=2)[CH2:2]1.[C:21]1([C:27]2[O:31][C:30]([C:32](OCC)=[O:33])=[N:29][N:28]=2)[CH:26]=[CH:25][CH:24]=[CH:23][CH:22]=1, predict the reaction product. The product is: [F:20][C:8]1[CH:7]=[C:6]([O:5][CH:3]2[CH2:4][N:1]([C:32]([C:30]3[O:31][C:27]([C:21]4[CH:22]=[CH:23][CH:24]=[CH:25][CH:26]=4)=[N:28][N:29]=3)=[O:33])[CH2:2]2)[CH:19]=[CH:18][C:9]=1[CH2:10][N:11]1[CH2:12][CH2:13][N:14]([CH3:17])[CH2:15][CH2:16]1. (6) Given the reactants [CH3:1][N:2]1[CH2:7][CH2:6][NH:5][CH2:4][CH2:3]1.C(O[BH-](OC(=O)C)OC(=O)C)(=O)C.[Na+].[NH:22]1[C:30]2[CH:29]=[CH:28][CH:27]=[C:26]([CH:31]=O)[C:25]=2[CH:24]=[CH:23]1, predict the reaction product. The product is: [CH3:1][N:2]1[CH2:7][CH2:6][N:5]([CH2:31][C:26]2[CH:27]=[CH:28][CH:29]=[C:30]3[C:25]=2[CH2:24][CH2:23][NH:22]3)[CH2:4][CH2:3]1. (7) Given the reactants [OH-].[Na+].[F:3][C:4]1[CH:9]=[CH:8][CH:7]=[CH:6][C:5]=1[N:10]1[C:14]([O:15][CH3:16])=[CH:13][C:12]([C:17]([O:19]C)=[O:18])=[N:11]1, predict the reaction product. The product is: [F:3][C:4]1[CH:9]=[CH:8][CH:7]=[CH:6][C:5]=1[N:10]1[C:14]([O:15][CH3:16])=[CH:13][C:12]([C:17]([OH:19])=[O:18])=[N:11]1. (8) Given the reactants COC1C=C2C(=CC=1OC)C(=O)CCC2.[N:16]1C=CC=CC=1.[N+:22]([C:25]1[CH:47]=[CH:46][C:28]([CH2:29][O:30]/[N:31]=[C:32]2\[CH2:33][CH2:34][CH2:35][C:36]3[C:41]\2=[CH:40][C:39]([O:42][CH3:43])=[C:38]([O:44][CH3:45])[CH:37]=3)=[CH:27][CH:26]=1)([O-])=[O:23].C(OCC)(=O)C.CCCCCC, predict the reaction product. The product is: [N:22]1[O:23][N:16]=[C:47]2[CH:46]=[C:28]([CH2:29][O:30]/[N:31]=[C:32]3\[CH2:33][CH2:34][CH2:35][C:36]4[C:41]\3=[CH:40][C:39]([O:42][CH3:43])=[C:38]([O:44][CH3:45])[CH:37]=4)[CH:27]=[CH:26][C:25]=12. (9) The product is: [CH3:12][N:13]([CH2:14][CH2:15][NH:16][C:17]([C:30]1[CH:35]=[CH:34][CH:33]=[CH:32][CH:31]=1)([C:18]1[CH:19]=[CH:20][CH:21]=[CH:22][CH:23]=1)[C:24]1[CH:25]=[CH:26][CH:27]=[CH:28][CH:29]=1)[C:37]1[CH:38]=[N:39][N:40]([CH3:62])[C:41]=1[NH:42][C:43]([C:50]1[CH:55]=[CH:54][CH:53]=[CH:52][CH:51]=1)([C:56]1[CH:61]=[CH:60][CH:59]=[CH:58][CH:57]=1)[C:44]1[CH:45]=[CH:46][CH:47]=[CH:48][CH:49]=1. Given the reactants [H-].[Al+3].[Li+].[H-].[H-].[H-].O1CCCC1.[CH3:12][N:13]([C:37]1[CH:38]=[N:39][N:40]([CH3:62])[C:41]=1[NH:42][C:43]([C:56]1[CH:61]=[CH:60][CH:59]=[CH:58][CH:57]=1)([C:50]1[CH:55]=[CH:54][CH:53]=[CH:52][CH:51]=1)[C:44]1[CH:49]=[CH:48][CH:47]=[CH:46][CH:45]=1)[C:14](=O)[CH2:15][NH:16][C:17]([C:30]1[CH:35]=[CH:34][CH:33]=[CH:32][CH:31]=1)([C:24]1[CH:29]=[CH:28][CH:27]=[CH:26][CH:25]=1)[C:18]1[CH:23]=[CH:22][CH:21]=[CH:20][CH:19]=1.[F-].[Na+], predict the reaction product. (10) Given the reactants [Br:1][C:2]1[CH:3]=[N:4][N:5]([CH3:36])[C:6]=1[C:7]1[CH:8]=[C:9]([C:13]([NH:15][C@H:16]([CH2:24][N:25]2C(=O)C3C(=CC=CC=3)C2=O)[CH2:17][CH:18]2[CH2:23][CH2:22][CH2:21][CH2:20][CH2:19]2)=[O:14])[S:10][C:11]=1[Cl:12].NN, predict the reaction product. The product is: [NH2:25][CH2:24][C@@H:16]([NH:15][C:13]([C:9]1[S:10][C:11]([Cl:12])=[C:7]([C:6]2[N:5]([CH3:36])[N:4]=[CH:3][C:2]=2[Br:1])[CH:8]=1)=[O:14])[CH2:17][CH:18]1[CH2:19][CH2:20][CH2:21][CH2:22][CH2:23]1.